Dataset: Full USPTO retrosynthesis dataset with 1.9M reactions from patents (1976-2016). Task: Predict the reactants needed to synthesize the given product. (1) Given the product [ClH:13].[Cl:13][C:14]1[CH:15]=[CH:16][C:17]([CH2:20][CH2:21][CH2:22][N:23]([CH3:24])[C:10]([CH:8]2[CH2:7][CH2:6][C:5]3[NH:1][CH:2]=[N:3][C:4]=3[CH2:9]2)=[O:12])=[CH:18][CH:19]=1, predict the reactants needed to synthesize it. The reactants are: [N:1]1[C:5]2[CH2:6][CH2:7][CH:8]([C:10]([OH:12])=O)[CH2:9][C:4]=2[NH:3][CH:2]=1.[Cl:13][C:14]1[CH:19]=[CH:18][C:17]([CH2:20][CH2:21][CH2:22][NH:23][CH3:24])=[CH:16][CH:15]=1. (2) The reactants are: [CH3:1][N:2]1[CH:6]=[C:5]([C:7]2[CH:12]=[CH:11][CH:10]=[CH:9][CH:8]=2)[N:4]=[CH:3]1.C([Li])CCC.C(OC([N:25]1[CH2:30][CH2:29][C:28](=[O:31])[CH2:27][CH2:26]1)=O)(C)(C)C.[ClH:32]. Given the product [ClH:32].[ClH:32].[CH3:1][N:2]1[CH:6]=[C:5]([C:7]2[CH:8]=[CH:9][CH:10]=[CH:11][CH:12]=2)[N:4]=[C:3]1[C:28]1([OH:31])[CH2:29][CH2:30][NH:25][CH2:26][CH2:27]1, predict the reactants needed to synthesize it. (3) Given the product [O:1]=[C:2]([N:27]1[CH2:28][CH2:29][CH2:32][CH2:30][CH2:31]1)[C@@H:3]([NH:18][C:19](=[O:26])[C:20]1[CH:25]=[CH:24][CH:23]=[CH:22][CH:21]=1)[CH2:4][CH2:5][CH2:6][CH2:7][NH:8][C@@H:9]1[CH2:11][C@H:10]1[C:12]1[CH:13]=[CH:14][CH:15]=[CH:16][CH:17]=1, predict the reactants needed to synthesize it. The reactants are: [O:1]=[C:2]([N:27]1[CH2:31][CH2:30][CH2:29][CH2:28]1)[C@@H:3]([NH:18][C:19](=[O:26])[C:20]1[CH:25]=[CH:24][CH:23]=[CH:22][CH:21]=1)[CH2:4][CH2:5][CH2:6][CH2:7][NH:8][C@@H:9]1[CH2:11][C@H:10]1[C:12]1[CH:17]=[CH:16][CH:15]=[CH:14][CH:13]=1.[C:32](N[C@@H](CCCCO)C(O)=O)(=O)C1C=CC=CC=1.N1CCCCC1.C(OP(ON1C(=O)C2C=CC=CC=2N=N1)(OCC)=O)C.N1C=CN=C1.C1([C@@H]2C[C@H]2N)C=CC=CC=1.[BH-](OC(C)=O)(OC(C)=O)OC(C)=O.[Na+]. (4) Given the product [CH:5]1([N:11]2[CH2:15][CH2:14][CH:13]([CH2:16][C:17]3[CH:22]=[CH:21][CH:20]=[CH:19][C:18]=3[OH:23])[C:12]2=[O:25])[CH2:6][CH2:7][CH2:8][CH2:9][CH2:10]1, predict the reactants needed to synthesize it. The reactants are: B(Br)(Br)Br.[CH:5]1([N:11]2[CH2:15][CH2:14][CH:13]([CH2:16][C:17]3[CH:22]=[CH:21][CH:20]=[CH:19][C:18]=3[O:23]C)[C:12]2=[O:25])[CH2:10][CH2:9][CH2:8][CH2:7][CH2:6]1.C(=O)(O)[O-].[Na+]. (5) Given the product [CH3:24][C:23]1[CH:22]=[C:21]([CH3:25])[NH:20][C:19](=[O:26])[C:18]=1[CH2:17][NH:16][C:14]([C:4]1[C:5]2[CH:10]=[N:9][N:8]([CH:11]([CH3:13])[CH3:12])[C:6]=2[N:7]=[CH:2][CH:3]=1)=[O:15], predict the reactants needed to synthesize it. The reactants are: Cl[C:2]1[CH:3]=[C:4]([C:14]([NH:16][CH2:17][C:18]2[C:19](=[O:26])[NH:20][C:21]([CH3:25])=[CH:22][C:23]=2[CH3:24])=[O:15])[C:5]2[CH:10]=[N:9][N:8]([CH:11]([CH3:13])[CH3:12])[C:6]=2[N:7]=1.C(O)C. (6) Given the product [F:1][C:2]1[C:24]([OH:25])=[CH:23][C:5]2[NH:6][C:7]([C:9]3[C:21]4[C:20]5[C:15](=[CH:16][CH:17]=[CH:18][CH:19]=5)[C:14](=[O:22])[C:13]=4[CH:12]=[CH:11][CH:10]=3)=[N:8][C:4]=2[CH:3]=1, predict the reactants needed to synthesize it. The reactants are: [F:1][C:2]1[C:24]([O:25]C)=[CH:23][C:5]2[NH:6][C:7]([C:9]3[C:21]4[C:20]5[C:15](=[CH:16][CH:17]=[CH:18][CH:19]=5)[C:14](=[O:22])[C:13]=4[CH:12]=[CH:11][CH:10]=3)=[N:8][C:4]=2[CH:3]=1.B(Br)(Br)Br.O. (7) Given the product [O:1]1[C:6]2[CH:7]=[CH:8][C:9]([CH2:11][NH:12][CH:20]3[CH2:21][CH2:22][N:23]([CH2:26][CH2:27][N:28]4[C:37]5[C:32](=[CH:33][CH:34]=[C:35]([Br:38])[CH:36]=5)[N:31]=[CH:30][C:29]4=[O:39])[CH2:24][CH2:25]3)=[CH:10][C:5]=2[O:4][CH2:3][CH2:2]1, predict the reactants needed to synthesize it. The reactants are: [O:1]1[C:6]2[CH:7]=[CH:8][C:9]([CH2:11][N:12]([CH:20]3[CH2:25][CH2:24][N:23]([CH2:26][CH2:27][N:28]4[C:37]5[C:32](=[CH:33][CH:34]=[C:35]([Br:38])[CH:36]=5)[N:31]=[CH:30][C:29]4=[O:39])[CH2:22][CH2:21]3)C(=O)OC(C)(C)C)=[CH:10][C:5]=2[O:4][CH2:3][CH2:2]1.FC(F)(F)C(O)=O.